Dataset: Peptide-MHC class II binding affinity with 134,281 pairs from IEDB. Task: Regression. Given a peptide amino acid sequence and an MHC pseudo amino acid sequence, predict their binding affinity value. This is MHC class II binding data. (1) The peptide sequence is MAYVGIKLGDKGSPYYIR. The MHC is DRB1_0101 with pseudo-sequence DRB1_0101. The binding affinity (normalized) is 0.0370. (2) The peptide sequence is LDIYQKLYIKQEEQK. The MHC is DRB1_1501 with pseudo-sequence DRB1_1501. The binding affinity (normalized) is 0.644.